Dataset: Full USPTO retrosynthesis dataset with 1.9M reactions from patents (1976-2016). Task: Predict the reactants needed to synthesize the given product. (1) Given the product [CH2:27]([NH:28][C:12]([C:9]1[N:8]=[C:7]2[C:2]([Br:1])=[CH:3][N:4]=[CH:5][C:6]2=[N:11][CH:10]=1)=[O:14])[C:21]1[CH:26]=[CH:25][CH:24]=[CH:23][CH:22]=1, predict the reactants needed to synthesize it. The reactants are: [Br:1][C:2]1[C:7]2=[N:8][C:9]([C:12]([OH:14])=O)=[CH:10][N:11]=[C:6]2[CH:5]=[N:4][CH:3]=1.C(Cl)(=O)C(Cl)=O.[C:21]1([CH2:27][NH2:28])[CH:26]=[CH:25][CH:24]=[CH:23][CH:22]=1.C(N(CC)CC)C. (2) Given the product [NH2:24][C:11]1[CH:12]=[CH:13][C:14]([CH2:15][C:16]2[CH:17]=[CH:18][C:19]([CH2:22][CH3:23])=[CH:20][CH:21]=2)=[C:9]([OH:8])[CH:10]=1, predict the reactants needed to synthesize it. The reactants are: C([O:8][C:9]1[CH:10]=[C:11]([NH:24]C(=O)OCC2C=CC=CC=2)[CH:12]=[CH:13][C:14]=1[CH2:15][C:16]1[CH:21]=[CH:20][C:19]([CH2:22][CH3:23])=[CH:18][CH:17]=1)C1C=CC=CC=1. (3) The reactants are: [F:1][C:2]1[C:7]([I:8])=[C:6]([CH3:9])[CH:5]=[CH:4][C:3]=1[CH2:10][OH:11]. Given the product [F:1][C:2]1[C:7]([I:8])=[C:6]([CH3:9])[CH:5]=[CH:4][C:3]=1[CH:10]=[O:11], predict the reactants needed to synthesize it.